Dataset: Forward reaction prediction with 1.9M reactions from USPTO patents (1976-2016). Task: Predict the product of the given reaction. (1) The product is: [CH2:1]([C:3]1([C:28]([NH2:29])=[O:33])[CH2:7][CH2:6][N:5]([C:8]2[CH:13]=[CH:12][N:11]=[C:10]([NH:14][C:15]3[CH:16]=[CH:17][C:18]([N:21]4[CH2:26][CH2:25][O:24][CH2:23][CH2:22]4)=[CH:19][CH:20]=3)[N:9]=2)[C:4]1=[O:27])[CH3:2]. Given the reactants [CH2:1]([C:3]1([C:28]#[N:29])[CH2:7][CH2:6][N:5]([C:8]2[CH:13]=[CH:12][N:11]=[C:10]([NH:14][C:15]3[CH:20]=[CH:19][C:18]([N:21]4[CH2:26][CH2:25][O:24][CH2:23][CH2:22]4)=[CH:17][CH:16]=3)[N:9]=2)[C:4]1=[O:27])[CH3:2].OO.C(=O)([O-])[O-:33].[K+].[K+].O, predict the reaction product. (2) Given the reactants Br[C:2]1[C:3]([NH:9][CH:10]2[CH2:14][CH2:13][CH2:12][CH2:11]2)=[N:4][C:5]([NH2:8])=[N:6][CH:7]=1.[Cl:15][C:16]1[CH:17]=[N:18][CH:19]=[CH:20][C:21]=1B(O)O.C(=O)([O-])[O-].[Na+].[Na+], predict the reaction product. The product is: [Cl:15][C:16]1[CH:17]=[N:18][CH:19]=[CH:20][C:21]=1[C:2]1[C:3]([NH:9][CH:10]2[CH2:14][CH2:13][CH2:12][CH2:11]2)=[N:4][C:5]([NH2:8])=[N:6][CH:7]=1. (3) Given the reactants [CH3:1][O:2][C:3]1[CH:22]=[CH:21][C:6]([C:7]([N:9]2[CH:14]([C:15]([O:17]CC)=[O:16])[CH:13]3[CH2:20][CH:10]2[CH2:11][CH2:12]3)=[O:8])=[CH:5][CH:4]=1.CO.[OH-].[Na+].Cl, predict the reaction product. The product is: [CH3:1][O:2][C:3]1[CH:4]=[CH:5][C:6]([C:7]([N:9]2[CH:14]([C:15]([OH:17])=[O:16])[CH:13]3[CH2:20][CH:10]2[CH2:11][CH2:12]3)=[O:8])=[CH:21][CH:22]=1.